The task is: Binary Classification. Given a miRNA mature sequence and a target amino acid sequence, predict their likelihood of interaction.. This data is from Experimentally validated miRNA-target interactions with 360,000+ pairs, plus equal number of negative samples. (1) The miRNA is hsa-miR-4441 with sequence ACAGGGAGGAGAUUGUA. The protein sequence of the target gene is MASGVAVSDGVIKVFNDMKVRKSSTPEEVKKRKKAVLFCLSEDKKNIILEEGKEILVGDVGQTVDDPYATFVKMLPDKDCRYALYDATYETKESKKEDLVFIFWAPESAPLKSKMIYASSKDAIKKKLTGIKHELQANCYEEVKDRCTLAEKLGGSAVISLEGKPL. Result: 1 (interaction). (2) The miRNA is rno-miR-335 with sequence UCAAGAGCAAUAACGAAAAAUGU. The protein sequence of the target gene is MTKEMTENQRLCPHEQEDADCSSESVKFDARSMTASLPHSTKNGPSLQEKLKSFKAALIALYLLVFAVLIPVVGIVTAQLLNWEMKNCLVCSLNTSDTSQGPMEKENTSKVEMRFTIIMEHMKDMEERIESISNSKADLIDTERFQNFSMATDQRLNDILLQLNSLISSVQEHGNSLDAISKSLQSLNMTLLDVQLHTETLNVRVRESTAKQQEDISKLEERVYKVSAEVQSVKEEQAHVEQEVKQEVRVLNNITNDLRLKDWEHSQTLKNITFIQGPPGPQGEKGDRGLTGQTGPPGAP.... Result: 0 (no interaction).